Dataset: Full USPTO retrosynthesis dataset with 1.9M reactions from patents (1976-2016). Task: Predict the reactants needed to synthesize the given product. (1) Given the product [O:1]([C:8]1[CH:44]=[CH:43][CH:42]=[CH:41][C:9]=1[CH2:10][O:11][CH2:12][CH:13]1[CH2:40][CH2:39][C:16]2[NH:17][CH:18]=[N:19][C:15]=2[CH2:14]1)[C:2]1[CH:7]=[CH:6][CH:5]=[CH:4][CH:3]=1, predict the reactants needed to synthesize it. The reactants are: [O:1]([C:8]1[CH:44]=[CH:43][CH:42]=[CH:41][C:9]=1[CH2:10][O:11][CH2:12][CH:13]1[CH2:40][CH2:39][C:16]2[N:17](C(C3C=CC=CC=3)(C3C=CC=CC=3)C3C=CC=CC=3)[CH:18]=[N:19][C:15]=2[CH2:14]1)[C:2]1[CH:7]=[CH:6][CH:5]=[CH:4][CH:3]=1.O(C1C=CC=CC=1COCC1CCC2N=CN(C(C3C=CC=CC=3)(C3C=CC=CC=3)C3C=CC=CC=3)C=2C1)C1C=CC=CC=1. (2) Given the product [NH2:32][C:22]1[N:21]=[C:20]([NH:5][C:4]2[CH:6]=[CH:7][C:8]([O:9][C:10]3[CH:18]=[CH:17][CH:16]=[C:15]4[C:11]=3[CH:12]=[N:13][NH:14]4)=[C:2]([F:1])[CH:3]=2)[CH:25]=[C:24]([C:26]2[CH:31]=[CH:30][N:29]=[CH:28][CH:27]=2)[N:23]=1, predict the reactants needed to synthesize it. The reactants are: [F:1][C:2]1[CH:3]=[C:4]([CH:6]=[CH:7][C:8]=1[O:9][C:10]1[CH:18]=[CH:17][CH:16]=[C:15]2[C:11]=1[CH:12]=[N:13][NH:14]2)[NH2:5].Cl[C:20]1[CH:25]=[C:24]([C:26]2[CH:31]=[CH:30][N:29]=[CH:28][CH:27]=2)[N:23]=[C:22]([NH2:32])[N:21]=1.Cl.[OH-].[Na+]. (3) Given the product [Cl:1][C:2]1[CH:3]=[C:4]([N:17]([C:28]2[CH:33]=[CH:32][C:31]([F:34])=[CH:30][C:29]=2[CH3:35])[C:18]([O:20][CH:21]([O:23][C:24]([C:25]2[CH:26]=[CH:44][CH:43]=[CH:42][N:41]=2)=[O:27])[CH3:22])=[O:19])[CH:5]=[CH:6][C:7]=1[C:8](=[O:16])[C:9]1[CH:14]=[CH:13][CH:12]=[CH:11][C:10]=1[CH3:15], predict the reactants needed to synthesize it. The reactants are: [Cl:1][C:2]1[CH:3]=[C:4]([N:17]([C:28]2[CH:33]=[CH:32][C:31]([F:34])=[CH:30][C:29]=2[CH3:35])[C:18]([O:20][CH:21]([O:23][C:24](=[O:27])[CH2:25][CH3:26])[CH3:22])=[O:19])[CH:5]=[CH:6][C:7]=1[C:8](=[O:16])[C:9]1[CH:14]=[CH:13][CH:12]=[CH:11][C:10]=1[CH3:15].ClC(OC(=O)[N:41](C1C=CC(C(=O)C2C=CC=CC=2C)=C(Cl)C=1)[C:42]1C=CC(F)=[CH:44][C:43]=1C)C.N1C=CC=CC=1C([O-])=O.C([N+](CCCC)(CCCC)CCCC)CCC. (4) Given the product [O:38]=[C:36]1[NH:35][C:34]2[CH:39]=[CH:40][C:31]([NH:30][C:6]3[N:15]=[CH:14][C:13]4[C:8](=[CH:9][C:10]([O:16][CH:17]5[CH2:22][CH2:21][N:20]([C:23]([O:25][C:26]([CH3:27])([CH3:28])[CH3:29])=[O:24])[CH2:19][CH2:18]5)=[CH:11][CH:12]=4)[N:7]=3)=[CH:32][C:33]=2[NH:37]1, predict the reactants needed to synthesize it. The reactants are: C(S([C:6]1[N:15]=[CH:14][C:13]2[C:8](=[CH:9][C:10]([O:16][CH:17]3[CH2:22][CH2:21][N:20]([C:23]([O:25][C:26]([CH3:29])([CH3:28])[CH3:27])=[O:24])[CH2:19][CH2:18]3)=[CH:11][CH:12]=2)[N:7]=1)(=O)=O)C.[NH2:30][C:31]1[CH:40]=[CH:39][C:34]2[NH:35][C:36](=[O:38])[NH:37][C:33]=2[CH:32]=1. (5) Given the product [CH3:23][CH2:24][CH2:15][CH:16]([CH3:17])[CH3:21].[C:48]([O:32][CH2:31][CH3:33])(=[O:49])[CH3:51], predict the reactants needed to synthesize it. The reactants are: [H-].[Al+3].[Li+].[H-].[H-].[H-].[Si](O[C@H:15]1[CH2:24][C:23]2(CCC2)C[C:21]2N=C(C(C)C)C([C:31]([C:33]3C=CC(C(F)(F)F)=CC=3)=[O:32])=[C:17](C3CCCC3)[C:16]1=2)(C(C)(C)C)(C)C.[C:48]([CH:51](C(C([O-])=O)O)O)([O-])=[O:49].[K+].[Na+]. (6) Given the product [Cl:12][C:13]1[CH:18]=[CH:17][CH:16]=[CH:15][C:14]=1[CH2:19][N:20]1[C:21]([OH:41])=[C:22]([C:37]([NH:11][C:8]([C:5]2[CH:4]=[CH:3][C:2]([Cl:1])=[CH:7][CH:6]=2)([CH3:9])[CH3:10])=[O:38])[C:23]([OH:36])=[C:24]([C:27]([NH:29][CH2:30][C:31]([OH:33])=[O:32])=[O:28])[C:25]1=[O:26], predict the reactants needed to synthesize it. The reactants are: [Cl:1][C:2]1[CH:7]=[CH:6][C:5]([C:8]([NH2:11])([CH3:10])[CH3:9])=[CH:4][CH:3]=1.[Cl:12][C:13]1[CH:18]=[CH:17][CH:16]=[CH:15][C:14]=1[CH2:19][N:20]1[C:25](=[O:26])[C:24]([C:27]([NH:29][CH2:30][C:31]([O:33]CC)=[O:32])=[O:28])=[C:23]([OH:36])[C:22]([C:37](OC)=[O:38])=[C:21]1[OH:41]. (7) Given the product [F:1][C:2]1[CH:3]=[N:4][C:5]([C@@H:8]([NH:10][C:11]2[N:16]=[C:15]([C:17]([OH:19])=[O:18])[C:14]([N+:22]([O-:24])=[O:23])=[C:13]([NH:25][C:26]3[CH:30]=[C:29]([CH3:31])[NH:28][N:27]=3)[N:12]=2)[CH3:9])=[N:6][CH:7]=1, predict the reactants needed to synthesize it. The reactants are: [F:1][C:2]1[CH:3]=[N:4][C:5]([C@@H:8]([NH:10][C:11]2[N:16]=[C:15]([C:17]([O:19]CC)=[O:18])[C:14]([N+:22]([O-:24])=[O:23])=[C:13]([NH:25][C:26]3[CH:30]=[C:29]([CH3:31])[NH:28][N:27]=3)[N:12]=2)[CH3:9])=[N:6][CH:7]=1.[Li+].[OH-]. (8) Given the product [C:25]([NH:29][C:30]([N:8]1[C:9]2[C:5](=[CH:4][C:3]([C:2]([F:23])([F:1])[F:24])=[CH:11][CH:10]=2)[C:6]([N:12]2[C:20](=[O:21])[C:19]3[C:14](=[CH:15][CH:16]=[CH:17][CH:18]=3)[C:13]2=[O:22])=[N:7]1)=[O:31])([CH3:28])([CH3:27])[CH3:26], predict the reactants needed to synthesize it. The reactants are: [F:1][C:2]([F:24])([F:23])[C:3]1[CH:4]=[C:5]2[C:9](=[CH:10][CH:11]=1)[NH:8][N:7]=[C:6]2[N:12]1[C:20](=[O:21])[C:19]2[C:14](=[CH:15][CH:16]=[CH:17][CH:18]=2)[C:13]1=[O:22].[C:25]([N:29]=[C:30]=[O:31])([CH3:28])([CH3:27])[CH3:26]. (9) Given the product [CH3:1][N:2]([C:20]1[N:25]=[CH:24][CH:23]=[CH:22][CH:21]=1)[CH2:3][CH2:4][O:5][C:6]1[CH:7]=[CH:8][C:9]([CH2:12][CH:13]2[S:19][C:17]([O-:18])=[N:16][C:14]2=[O:15])=[CH:10][CH:11]=1.[CH3:1][N+:2]([CH2:27][CH2:26][OH:28])([CH3:20])[CH3:3], predict the reactants needed to synthesize it. The reactants are: [CH3:1][N:2]([C:20]1[CH:21]=[CH:22][CH:23]=[CH:24][N:25]=1)[CH2:3][CH2:4][O:5][C:6]1[CH:7]=[CH:8][C:9]([CH2:12][CH:13]2[S:19][C:17](=[O:18])[NH:16][C:14]2=[O:15])=[CH:10][CH:11]=1.[CH2:26]([OH:28])[CH3:27].CO. (10) Given the product [CH3:25][C@:21]1([OH:24])[CH2:22][CH2:23][N:19]([C:18]2[C:13]3[N:12]=[N:11][NH:10][C:14]=3[N:15]=[C:16]([N:26]3[CH2:31][CH2:30][O:29][CH2:28][CH2:27]3)[N:17]=2)[CH2:20]1, predict the reactants needed to synthesize it. The reactants are: COC1C=CC(C[N:10]2[C:14]3[N:15]=[C:16]([N:26]4[CH2:31][CH2:30][O:29][CH2:28][CH2:27]4)[N:17]=[C:18]([N:19]4[CH2:23][CH2:22][C@:21]([CH3:25])([OH:24])[CH2:20]4)[C:13]=3[N:12]=[N:11]2)=CC=1.